Dataset: M1 muscarinic receptor antagonist screen with 61,756 compounds. Task: Binary Classification. Given a drug SMILES string, predict its activity (active/inactive) in a high-throughput screening assay against a specified biological target. (1) The molecule is O(C(=O)Cc1nc2n([nH]c(c2)C)c(=O)c1)CC. The result is 0 (inactive). (2) The drug is O=c1n(Cc2c(cc(cc2C)C)C)c2c(c(=O)n1CCCC(=O)NCc1occc1)cccc2. The result is 0 (inactive). (3) The molecule is O1CCN(CC1)C(=O)COc1ccc(c2ccc(cc2)C)cc1. The result is 0 (inactive). (4) The compound is o1c(=O)c2N(CCCc2c2c1ccc(O)c2)C(=O)CN(Cc1ccccc1)C. The result is 1 (active). (5) The molecule is O=C(NC(c1ccccc1)C)Cn1c(cc(c(c1=O)C#N)COC)C. The result is 0 (inactive). (6) The compound is S(=O)(=O)(N(CC(=O)Nc1c(OCC)cccc1)c1sccn1)c1ccc(N)cc1. The result is 0 (inactive). (7) The drug is S1\C(=c2\o\c(=c3\n(c4c(cc3)cccc4)CC)c(=O)n2CC)C(=O)N(CC)C1=S. The result is 0 (inactive). (8) The drug is s1c(NC(=O)C2C(CCCC2)C(O)=O)nc(c1)C. The result is 0 (inactive). (9) The molecule is O1C2=C(C(c3cc(OC)c(OC(=O)N4CCOCC4)cc3)C(=C1N)C#N)C(=O)CCC2. The result is 0 (inactive).